This data is from Forward reaction prediction with 1.9M reactions from USPTO patents (1976-2016). The task is: Predict the product of the given reaction. (1) Given the reactants [OH-:1].[Na+].C1(CO[C:11](=O)[CH2:12][C:13](=[O:32])[NH:14][C:15]2[CH:20]=[C:19]([C:21](=[O:29])[NH:22][C:23]3[CH:28]=[CH:27][CH:26]=[CH:25][CH:24]=3)[CH:18]=[CH:17][C:16]=2[O:30][CH3:31])C=CC=CC=1, predict the reaction product. The product is: [OH:1][CH:12]([C:11]1[CH:19]=[CH:20][CH:15]=[CH:16][CH:17]=1)[C:13]([NH:14][C:15]1[CH:20]=[C:19]([CH:18]=[CH:17][C:16]=1[O:30][CH3:31])[C:21]([NH:22][C:23]1[CH:24]=[CH:25][CH:26]=[CH:27][CH:28]=1)=[O:29])=[O:32]. (2) Given the reactants [CH3:1][O:2][C:3]1[CH:8]=[CH:7][C:6]([CH:9]=[CH:10][C:11]([OH:13])=O)=[CH:5][C:4]=1[N+:14]([O-:16])=[O:15].C1N=CN(C(N2C=NC=C2)=O)C=1.O[NH:30][C:31](=[NH:35])[CH2:32][CH2:33][CH3:34], predict the reaction product. The product is: [CH3:1][O:2][C:3]1[CH:8]=[CH:7][C:6]([CH:9]=[CH:10][C:11]2[O:13][N:35]=[C:31]([CH2:32][CH2:33][CH3:34])[N:30]=2)=[CH:5][C:4]=1[N+:14]([O-:16])=[O:15]. (3) Given the reactants [ClH:1].[N:2]12[CH2:11][CH:6]3[CH2:7][CH:8]([CH2:10][CH:4]([C@@H:5]3[NH2:12])[CH2:3]1)[CH2:9]2.[N+:13]([C:16]1[CH:21]=[CH:20][CH:19]=[CH:18][C:17]=1[C:22]1[O:26][C:25]([C:27](O)=[O:28])=[CH:24][CH:23]=1)([O-:15])=[O:14].N, predict the reaction product. The product is: [ClH:1].[N:2]12[CH2:11][CH:6]3[CH2:7][CH:8]([CH2:10][CH:4]([C@@H:5]3[NH:12][C:27]([C:25]3[O:26][C:22]([C:17]4[CH:18]=[CH:19][CH:20]=[CH:21][C:16]=4[N+:13]([O-:15])=[O:14])=[CH:23][CH:24]=3)=[O:28])[CH2:3]1)[CH2:9]2.